From a dataset of Full USPTO retrosynthesis dataset with 1.9M reactions from patents (1976-2016). Predict the reactants needed to synthesize the given product. (1) Given the product [CH2:25]([O:14][C:13]1[C:8]([S:5](=[O:7])(=[O:6])/[N:4]=[CH:3]/[N:2]([CH3:1])[CH3:22])=[C:9]([NH:15][C:16](=[O:21])[C:17]([CH3:19])([CH3:18])[CH3:20])[CH:10]=[CH:11][CH:12]=1)[CH:24]=[CH2:23], predict the reactants needed to synthesize it. The reactants are: [CH3:1][N:2]([CH3:22])/[CH:3]=[N:4]/[S:5]([C:8]1[C:13]([OH:14])=[CH:12][CH:11]=[CH:10][C:9]=1[NH:15][C:16](=[O:21])[C:17]([CH3:20])([CH3:19])[CH3:18])(=[O:7])=[O:6].[CH2:23](Br)[CH:24]=[CH2:25].C([O-])([O-])=O.[K+].[K+]. (2) Given the product [CH3:56][N:53]1[CH2:52][CH2:51][N:50]([C:48]([C:45]2[CH:44]=[CH:43][C:42]([NH:41][C:57]([N:27]3[C:17]4[N:18]=[C:19]([N:21]5[CH2:26][CH2:25][O:24][CH2:23][CH2:22]5)[N:20]=[C:15]([C:12]5[CH:11]=[N:10][C:9]([NH2:8])=[N:14][CH:13]=5)[C:16]=4[CH2:29][CH2:28]3)=[S:58])=[CH:47][CH:46]=2)=[O:49])[CH2:55][CH2:54]1, predict the reactants needed to synthesize it. The reactants are: COC1C=CC(C[N:8](CC2C=CC(OC)=CC=2)[C:9]2[N:14]=[CH:13][C:12]([C:15]3[C:16]4[CH2:29][CH2:28][NH:27][C:17]=4[N:18]=[C:19]([N:21]4[CH2:26][CH2:25][O:24][CH2:23][CH2:22]4)[N:20]=3)=[CH:11][N:10]=2)=CC=1.[NH2:41][C:42]1[CH:47]=[CH:46][C:45]([C:48]([N:50]2[CH2:55][CH2:54][N:53]([CH3:56])[CH2:52][CH2:51]2)=[O:49])=[CH:44][CH:43]=1.[C:57](Cl)(Cl)=[S:58]. (3) The reactants are: [OH:1][C:2]1[C:9]([OH:10])=[CH:8][CH:7]=[CH:6][C:3]=1[CH:4]=[O:5].Br[CH2:12][CH2:13]Br.C(=O)([O-])[O-].[Cs+].[Cs+].[BH4-].[Na+]. Given the product [O:10]1[C:9]2[CH:8]=[CH:7][CH:6]=[C:3]([CH2:4][OH:5])[C:2]=2[O:1][CH2:13][CH2:12]1, predict the reactants needed to synthesize it. (4) Given the product [C:26]([O:25][CH:19]([C:8]1[C:7]([CH3:30])=[CH:6][C:5]2[C:10](=[CH:11][C:2]([CH:31]=[C:32]([CH3:43])[CH3:36])=[CH:3][CH:4]=2)[C:9]=1[C:12]1[CH:17]=[CH:16][C:15]([Cl:18])=[CH:14][CH:13]=1)[C:44]([OH:47])=[O:45])([CH3:27])([CH3:28])[CH3:29], predict the reactants needed to synthesize it. The reactants are: Br[C:2]1[CH:11]=[C:10]2[C:5]([CH:6]=[C:7]([CH3:30])[C:8]([CH:19]([O:25][C:26]([CH3:29])([CH3:28])[CH3:27])C(OCC)=O)=[C:9]2[C:12]2[CH:17]=[CH:16][C:15]([Cl:18])=[CH:14][CH:13]=2)=[CH:4][CH:3]=1.[CH3:31][C:32]1([CH3:43])[C:36](C)(C)OB(C=C(C)C)O1.[C:44]([O-:47])([O-])=[O:45].[K+].[K+].CC#N.O. (5) Given the product [CH2:1]([O:3][C:4]([C:6]1[S:7][C:8]([S:20][CH3:21])=[C:9]([C:18]#[N:19])[C:10]=1[C:11]1[CH:16]=[CH:15][C:14]([CH:22]=[CH2:23])=[CH:13][CH:12]=1)=[O:5])[CH3:2], predict the reactants needed to synthesize it. The reactants are: [CH2:1]([O:3][C:4]([C:6]1[S:7][C:8]([S:20][CH3:21])=[C:9]([C:18]#[N:19])[C:10]=1[C:11]1[CH:16]=[CH:15][C:14](I)=[CH:13][CH:12]=1)=[O:5])[CH3:2].[CH2:22]([Sn](CCCC)(CCCC)C=C)[CH2:23]CC.[Li+].[Cl-].